This data is from Cav3 T-type calcium channel HTS with 100,875 compounds. The task is: Binary Classification. Given a drug SMILES string, predict its activity (active/inactive) in a high-throughput screening assay against a specified biological target. (1) The molecule is Clc1ccc(c2oc(cc2)C(=O)NC=2SCCN2)cc1. The result is 0 (inactive). (2) The compound is O=C1c2c(C(Nc3c(O)cccc3)=CC1=O)cccc2. The result is 0 (inactive). (3) The drug is s1c2nc(nc(Oc3c(cccc3)C(=O)C)c2c(c1)c1sccc1)CN1CCOCC1. The result is 0 (inactive). (4) The molecule is Fc1ccc(CNC(=O)c2noc3CCCCCc23)cc1. The result is 0 (inactive). (5) The compound is O(c1c(ccc(OC)c1)C(=O)/C=C\c1ccccc1)C. The result is 0 (inactive). (6) The drug is O(C(=O)CN(c1nc(cc(n1)C)C)C#N)CC. The result is 0 (inactive).